This data is from Peptide-MHC class I binding affinity with 185,985 pairs from IEDB/IMGT. The task is: Regression. Given a peptide amino acid sequence and an MHC pseudo amino acid sequence, predict their binding affinity value. This is MHC class I binding data. (1) The peptide sequence is NSALTLHWF. The MHC is HLA-A01:01 with pseudo-sequence HLA-A01:01. The binding affinity (normalized) is 0.284. (2) The peptide sequence is YSKPWMAFF. The MHC is HLA-B38:01 with pseudo-sequence HLA-B38:01. The binding affinity (normalized) is 0.0847. (3) The peptide sequence is TVPVFNPHWK. The MHC is Patr-A0101 with pseudo-sequence Patr-A0101. The binding affinity (normalized) is 0.237. (4) The peptide sequence is YTLNDAPYI. The MHC is HLA-A02:19 with pseudo-sequence HLA-A02:19. The binding affinity (normalized) is 0.808.